This data is from Full USPTO retrosynthesis dataset with 1.9M reactions from patents (1976-2016). The task is: Predict the reactants needed to synthesize the given product. (1) Given the product [CH:44]1[C:45]2[CH:33]([CH2:32][O:31][C:30]([N:12]3[CH2:13][C@H:9]([O:8][CH2:1][C:2]4[CH:7]=[CH:6][CH:5]=[CH:4][CH:3]=4)[CH2:10][C@H:11]3[C:14]([OH:16])=[O:15])=[O:46])[C:34]3[C:39](=[CH:38][CH:37]=[CH:36][CH:35]=3)[C:40]=2[CH:41]=[CH:42][CH:43]=1, predict the reactants needed to synthesize it. The reactants are: [CH2:1]([O:8][C@H:9]1[CH2:13][NH:12][C@H:11]([C:14]([OH:16])=[O:15])[CH2:10]1)[C:2]1[CH:7]=[CH:6][CH:5]=[CH:4][CH:3]=1.C(O)(C(F)(F)F)=O.C(=O)([O-])[O-].[K+].[K+].[C:30](Cl)(=[O:46])[O:31][CH2:32][CH:33]1[C:45]2[CH:44]=[CH:43][CH:42]=[CH:41][C:40]=2[C:39]2[C:34]1=[CH:35][CH:36]=[CH:37][CH:38]=2. (2) Given the product [Cl:23][C:24]1[CH:29]=[CH:28][CH:27]=[C:26]([Cl:30])[C:25]=1[C:31]1[C:35]([C:36]([NH:1][CH2:2][CH2:3][CH2:4][N:5]2[CH2:10][CH2:9][CH:8]([C:11]3[CH:16]=[CH:15][CH:14]=[C:13]([NH:17][C:18](=[O:22])[CH:19]([CH3:20])[CH3:21])[CH:12]=3)[CH2:7][CH2:6]2)=[O:37])=[C:34]([CH3:39])[O:33][N:32]=1, predict the reactants needed to synthesize it. The reactants are: [NH2:1][CH2:2][CH2:3][CH2:4][N:5]1[CH2:10][CH2:9][CH:8]([C:11]2[CH:12]=[C:13]([NH:17][C:18](=[O:22])[CH:19]([CH3:21])[CH3:20])[CH:14]=[CH:15][CH:16]=2)[CH2:7][CH2:6]1.[Cl:23][C:24]1[CH:29]=[CH:28][CH:27]=[C:26]([Cl:30])[C:25]=1[C:31]1[C:35]([C:36](Cl)=[O:37])=[C:34]([CH3:39])[O:33][N:32]=1. (3) Given the product [Cl:28][CH2:29][C:30]([NH:1][CH2:2][C@H:3]([OH:21])[C@@H:4]([O:11][C:12]1[CH:17]=[CH:16][C:15]([Cl:18])=[CH:14][C:13]=1[O:19][CH3:20])[C:5]1[CH:10]=[CH:9][CH:8]=[CH:7][CH:6]=1)=[O:31], predict the reactants needed to synthesize it. The reactants are: [NH2:1][CH2:2][C@H:3]([OH:21])[C@@H:4]([O:11][C:12]1[CH:17]=[CH:16][C:15]([Cl:18])=[CH:14][C:13]=1[O:19][CH3:20])[C:5]1[CH:10]=[CH:9][CH:8]=[CH:7][CH:6]=1.C([O-])([O-])=O.[Na+].[Na+].[Cl:28][CH2:29][C:30](Cl)=[O:31]. (4) Given the product [CH3:54][O:55][C:56](=[O:64])[C:57]1[CH:62]=[CH:61][CH:60]=[C:59]([NH:63][C:19]([C:13]2[C:14](=[O:18])[NH:15][C:16]3[C:11]([CH:12]=2)=[CH:10][CH:9]=[C:8]([N:5]2[CH2:4][CH2:3][N:2]([CH3:1])[CH2:7][CH2:6]2)[N:17]=3)=[O:20])[CH:58]=1, predict the reactants needed to synthesize it. The reactants are: [CH3:1][N:2]1[CH2:7][CH2:6][N:5]([C:8]2[N:17]=[C:16]3[C:11]([CH:12]=[C:13]([C:19](O)=[O:20])[C:14](=[O:18])[NH:15]3)=[CH:10][CH:9]=2)[CH2:4][CH2:3]1.Cl.CN(C(ON1N=NC2C=CC=NC1=2)=[N+](C)C)C.F[P-](F)(F)(F)(F)F.C(N(CC)CC)C.[CH3:54][O:55][C:56](=[O:64])[C:57]1[CH:62]=[CH:61][CH:60]=[C:59]([NH2:63])[CH:58]=1.C(=O)(O)[O-].[Na+]. (5) Given the product [CH2:8]([O:9][CH2:14][C:15]1[CH:20]=[CH:19][CH:18]=[CH:17][CH:16]=1)[C:1]1[CH:6]=[CH:5][CH:4]=[CH:3][CH:2]=1, predict the reactants needed to synthesize it. The reactants are: [C:1]1(O)[CH:6]=[CH:5][CH:4]=[CH:3][CH:2]=1.[C:8]([O-])([O-])=[O:9].[K+].[K+].[CH2:14](Br)[C:15]1[CH:20]=[CH:19][CH:18]=[CH:17][CH:16]=1. (6) Given the product [Cl:21][C:22]1[CH:23]=[C:24]([CH:28]=[CH:29][CH:30]=1)[C:25]([NH:1][C:2]1[CH:20]=[CH:19][C:5]([C:6]([C:8]2[CH:9]=[CH:10][C:11]([F:18])=[C:12]([CH:17]=2)[C:13]([O:15][CH3:16])=[O:14])=[O:7])=[CH:4][CH:3]=1)=[O:26], predict the reactants needed to synthesize it. The reactants are: [NH2:1][C:2]1[CH:20]=[CH:19][C:5]([C:6]([C:8]2[CH:9]=[CH:10][C:11]([F:18])=[C:12]([CH:17]=2)[C:13]([O:15][CH3:16])=[O:14])=[O:7])=[CH:4][CH:3]=1.[Cl:21][C:22]1[CH:23]=[C:24]([CH:28]=[CH:29][CH:30]=1)[C:25](Cl)=[O:26]. (7) Given the product [OH:4][C@H:5]1[CH2:22][CH2:21][C@@:20]2([CH3:23])[C@@H:7]([CH2:8][CH2:9][C@:10]3([CH3:52])[C@@H:19]2[CH2:18][CH2:17][C@H:16]2[C@@:11]3([CH3:51])[CH2:12][CH2:13][C@@:14]3([C:30]([NH:32][C@@H:33]4[CH2:36][C@H:35]([C:37]([NH:39][C@@H:40]([CH2:45][CH:46]([CH3:47])[CH3:48])[C:41]([OH:43])=[O:42])=[O:38])[C:34]4([CH3:50])[CH3:49])=[O:31])[CH2:26][CH2:25][C@@H:24]([C:27]([CH3:29])=[CH2:28])[C@@H:15]32)[C:6]1([CH3:53])[CH3:54], predict the reactants needed to synthesize it. The reactants are: C([O:4][C@H:5]1[CH2:22][CH2:21][C@@:20]2([CH3:23])[C@@H:7]([CH2:8][CH2:9][C@:10]3([CH3:52])[C@@H:19]2[CH2:18][CH2:17][C@H:16]2[C@@:11]3([CH3:51])[CH2:12][CH2:13][C@@:14]3([C:30]([NH:32][C@@H:33]4[CH2:36][C@H:35]([C:37]([NH:39][C@@H:40]([CH2:45][CH:46]([CH3:48])[CH3:47])[C:41]([O:43]C)=[O:42])=[O:38])[C:34]4([CH3:50])[CH3:49])=[O:31])[CH2:26][CH2:25][C@@H:24]([C:27]([CH3:29])=[CH2:28])[C@@H:15]32)[C:6]1([CH3:54])[CH3:53])(=O)C.[OH-].[Na+].